This data is from Full USPTO retrosynthesis dataset with 1.9M reactions from patents (1976-2016). The task is: Predict the reactants needed to synthesize the given product. (1) Given the product [CH3:1][C:2]1[CH:7]=[C:6]([S:8][C@H:9]([C:14]2[CH:19]=[CH:18][CH:17]=[C:16]([C:20]3[CH:25]=[CH:24][C:23]([C:26]([F:29])([F:28])[F:27])=[CH:22][CH:21]=3)[N:15]=2)[CH2:10][CH2:11][CH2:12][CH3:13])[CH:5]=[CH:4][C:3]=1[O:30][CH2:31][C:32]([OH:34])=[O:33], predict the reactants needed to synthesize it. The reactants are: [CH3:1][C:2]1[CH:7]=[C:6]([S:8][C@H:9]([C:14]2[CH:19]=[CH:18][CH:17]=[C:16]([C:20]3[CH:25]=[CH:24][C:23]([C:26]([F:29])([F:28])[F:27])=[CH:22][CH:21]=3)[N:15]=2)[CH2:10][CH2:11][CH2:12][CH3:13])[CH:5]=[CH:4][C:3]=1[O:30][CH2:31][C:32]([O:34]CC)=[O:33].[OH-].[Na+].Cl. (2) Given the product [CH:3]1([NH:9][C@H:10]2[CH2:15][CH2:14][C@@H:13]([O:16][CH2:17][CH2:18][CH3:19])[CH2:12][CH2:11]2)[CH2:4][CH2:5][CH2:6][CH2:7][CH2:8]1, predict the reactants needed to synthesize it. The reactants are: [H-].[Na+].[CH:3]1([NH:9][C@H:10]2[CH2:15][CH2:14][C@@H:13]([OH:16])[CH2:12][CH2:11]2)[CH2:8][CH2:7][CH2:6][CH2:5][CH2:4]1.[CH2:17](Br)[CH2:18][CH3:19]. (3) Given the product [O:1]1[CH2:6][CH2:5][CH:4]([N:7]2[CH2:8][CH2:9][C:10]3([CH:12]([C:13]([OH:15])=[O:14])[CH2:11]3)[CH2:18][CH2:19]2)[CH2:3][CH2:2]1, predict the reactants needed to synthesize it. The reactants are: [O:1]1[CH2:6][CH2:5][CH:4]([N:7]2[CH2:19][CH2:18][C:10]3([CH:12]([C:13]([O:15]CC)=[O:14])[CH2:11]3)[CH2:9][CH2:8]2)[CH2:3][CH2:2]1.[Li+].[OH-].[OH-].[Na+]. (4) Given the product [CH2:8]([O:10][C:11](=[O:14])[CH2:12][N:4]1[C:5](=[O:7])[CH2:6][C:2]([CH3:1])=[N:3]1)[CH3:9], predict the reactants needed to synthesize it. The reactants are: [CH3:1][C:2]1[CH:6]=[C:5]([OH:7])[NH:4][N:3]=1.[CH2:8]([O:10][C:11](=[O:14])[CH2:12]Br)[CH3:9].C([O-])(O)=O.[Na+]. (5) Given the product [O:14]1[CH2:15][CH2:16][N:11]([C:2]2[CH:3]=[C:4]([CH:8]=[CH:9][N:10]=2)[C:5]([O:7][CH3:17])=[O:6])[CH2:12][CH2:13]1, predict the reactants needed to synthesize it. The reactants are: Cl[C:2]1[CH:3]=[C:4]([CH:8]=[CH:9][N:10]=1)[C:5]([OH:7])=[O:6].[NH:11]1[CH2:16][CH2:15][O:14][CH2:13][CH2:12]1.[CH:17](O)(C)C.